Dataset: Forward reaction prediction with 1.9M reactions from USPTO patents (1976-2016). Task: Predict the product of the given reaction. (1) Given the reactants [BH4-].[Na+].[Cl-].[Cl-].[Ca+2].C([O:8][C:9]([C:11]1[CH:16]=[N:15][CH:14]=[C:13]2[S:17][C:18]([C:20]([O:22][C:23]([CH3:26])([CH3:25])[CH3:24])=[O:21])=[CH:19][C:12]=12)=O)C, predict the reaction product. The product is: [OH:8][CH2:9][C:11]1[CH:16]=[N:15][CH:14]=[C:13]2[S:17][C:18]([C:20]([O:22][C:23]([CH3:26])([CH3:25])[CH3:24])=[O:21])=[CH:19][C:12]=12. (2) Given the reactants [NH2:1][C:2]1[CH:33]=[CH:32][C:5]([C:6]([NH:8][C@H:9]2[CH2:14][CH2:13][CH2:12][C@@H:11]([NH:15][C:16]3[N:21]=[C:20]([C:22]4[C:30]5[C:25](=[CH:26][CH:27]=[CH:28][CH:29]=5)[NH:24][CH:23]=4)[C:19]([Cl:31])=[CH:18][N:17]=3)[CH2:10]2)=[O:7])=[CH:4][CH:3]=1.CCN(C(C)C)C(C)C.[C:43](Cl)(=[O:47])[C:44]([CH3:46])=[CH2:45], predict the reaction product. The product is: [Cl:31][C:19]1[C:20]([C:22]2[C:30]3[C:25](=[CH:26][CH:27]=[CH:28][CH:29]=3)[NH:24][CH:23]=2)=[N:21][C:16]([NH:15][C@@H:11]2[CH2:12][CH2:13][CH2:14][C@H:9]([NH:8][C:6](=[O:7])[C:5]3[CH:32]=[CH:33][C:2]([NH:1][C:43](=[O:47])[C:44]([CH3:46])=[CH2:45])=[CH:3][CH:4]=3)[CH2:10]2)=[N:17][CH:18]=1. (3) Given the reactants Cl.[NH2:2][CH2:3][NH:4][C:5](=[O:32])[C:6]1[CH:11]=[CH:10][C:9](/[CH:12]=[CH:13]/[CH:14]([C:19]2[CH:24]=[C:23]([Cl:25])[C:22]([Cl:26])=[C:21]([Cl:27])[CH:20]=2)[C:15]([F:18])([F:17])[F:16])=[CH:8][C:7]=1[C:28]([F:31])([F:30])[F:29].[F:33][C:34]([F:41])([F:40])[CH2:35][CH2:36][C:37](Cl)=[O:38], predict the reaction product. The product is: [F:17][C:15]([F:18])([F:16])[CH:14]([C:19]1[CH:24]=[C:23]([Cl:25])[C:22]([Cl:26])=[C:21]([Cl:27])[CH:20]=1)/[CH:13]=[CH:12]/[C:9]1[CH:10]=[CH:11][C:6]([C:5]([NH:4][CH2:3][NH:2][C:37](=[O:38])[CH2:36][CH2:35][C:34]([F:41])([F:40])[F:33])=[O:32])=[C:7]([C:28]([F:31])([F:29])[F:30])[CH:8]=1. (4) Given the reactants Cl[C:2]1[C:3](=[O:21])[N:4]([CH2:19][CH3:20])[S:5](=[O:18])(=[O:17])[C:6]=1[C:7]1[CH:12]=[CH:11][C:10]([C:13]([F:16])([F:15])[F:14])=[CH:9][CH:8]=1.[NH2:22][C:23]1[CH:24]=[CH:25][C:26]2[O:30][C:29]([C:31](=[O:33])[CH3:32])=[CH:28][C:27]=2[CH:34]=1.CCOC(C)=O, predict the reaction product. The product is: [C:31]([C:29]1[O:30][C:26]2[CH:25]=[CH:24][C:23]([NH:22][C:2]3[C:3](=[O:21])[N:4]([CH2:19][CH3:20])[S:5](=[O:18])(=[O:17])[C:6]=3[C:7]3[CH:12]=[CH:11][C:10]([C:13]([F:16])([F:15])[F:14])=[CH:9][CH:8]=3)=[CH:34][C:27]=2[CH:28]=1)(=[O:33])[CH3:32]. (5) Given the reactants C([O:3][C:4](=[O:16])[C:5]([C:8]1[CH:13]=[CH:12][CH:11]=[C:10]([O:14][CH3:15])[CH:9]=1)([CH3:7])[CH3:6])C.[OH-].[Na+], predict the reaction product. The product is: [CH3:15][O:14][C:10]1[CH:9]=[C:8]([C:5]([CH3:7])([CH3:6])[C:4]([OH:16])=[O:3])[CH:13]=[CH:12][CH:11]=1. (6) Given the reactants I[C:2]1[CH:7]=[CH:6][C:5]([CH3:8])=[CH:4][C:3]=1[C:9]([F:12])([F:11])[F:10].Br[C:14]([F:21])([F:20])[C:15]([O:17][CH2:18][CH3:19])=[O:16].[Cl-].[NH4+], predict the reaction product. The product is: [F:20][C:14]([F:21])([C:2]1[CH:7]=[CH:6][C:5]([CH3:8])=[CH:4][C:3]=1[C:9]([F:12])([F:11])[F:10])[C:15]([O:17][CH2:18][CH3:19])=[O:16]. (7) Given the reactants [O:1]=[C:2]1[NH:7][N:6]=[CH:5][C:4]([C:8]([NH:10][C@@:11]2([C:16]([OH:18])=O)[CH2:15][CH2:14][O:13][CH2:12]2)=[O:9])=[CH:3]1.[NH2:19][CH2:20][C:21]1[N:26]=[CH:25][C:24]([NH:27][C:28]2[CH:33]=[CH:32][C:31]([Cl:34])=[CH:30][C:29]=2[C:35]([F:38])([F:37])[F:36])=[CH:23][C:22]=1[F:39].CN(C(ON1N=NC2C=CC=CC1=2)=[N+](C)C)C.[B-](F)(F)(F)F.C(N(CC)CC)C, predict the reaction product. The product is: [Cl:34][C:31]1[CH:32]=[CH:33][C:28]([NH:27][C:24]2[CH:23]=[C:22]([F:39])[C:21]([CH2:20][NH:19][C:16]([C@:11]3([NH:10][C:8]([C:4]4[CH:5]=[N:6][NH:7][C:2](=[O:1])[CH:3]=4)=[O:9])[CH2:15][CH2:14][O:13][CH2:12]3)=[O:18])=[N:26][CH:25]=2)=[C:29]([C:35]([F:37])([F:38])[F:36])[CH:30]=1. (8) Given the reactants [H-].[Na+].[CH2:3]([O:10][CH2:11][CH2:12][O:13][CH2:14][CH2:15][O:16][CH2:17][CH2:18][OH:19])[C:4]1[CH:9]=[CH:8][CH:7]=[CH:6][CH:5]=1.[Br:20][CH2:21][CH2:22][CH2:23][CH2:24]Br, predict the reaction product. The product is: [Br:20][CH2:21][CH2:22][CH2:23][CH2:24][O:19][CH2:18][CH2:17][O:16][CH2:15][CH2:14][O:13][CH2:12][CH2:11][O:10][CH2:3][C:4]1[CH:9]=[CH:8][CH:7]=[CH:6][CH:5]=1. (9) Given the reactants [NH2:1][C:2]1[CH:3]=[C:4]([NH:16][C:17]([C:19]2[C:20]([C:25]3[CH:30]=[CH:29][C:28]([C:31]([F:34])([F:33])[F:32])=[CH:27][CH:26]=3)=[CH:21][CH:22]=[CH:23][CH:24]=2)=[O:18])[CH:5]=[CH:6][C:7]=1[NH:8][CH2:9][C:10]1[CH:15]=[CH:14][CH:13]=[CH:12][N:11]=1.N.[CH:36](O)=O, predict the reaction product. The product is: [N:11]1[CH:12]=[CH:13][CH:14]=[CH:15][C:10]=1[CH2:9][N:8]1[C:7]2[CH:6]=[CH:5][C:4]([NH:16][C:17]([C:19]3[C:20]([C:25]4[CH:26]=[CH:27][C:28]([C:31]([F:34])([F:32])[F:33])=[CH:29][CH:30]=4)=[CH:21][CH:22]=[CH:23][CH:24]=3)=[O:18])=[CH:3][C:2]=2[N:1]=[CH:36]1.